From a dataset of NCI-60 drug combinations with 297,098 pairs across 59 cell lines. Regression. Given two drug SMILES strings and cell line genomic features, predict the synergy score measuring deviation from expected non-interaction effect. (1) Drug 1: C1CC(=O)NC(=O)C1N2C(=O)C3=CC=CC=C3C2=O. Drug 2: CC1=C(C(=O)C2=C(C1=O)N3CC4C(C3(C2COC(=O)N)OC)N4)N. Cell line: EKVX. Synergy scores: CSS=4.42, Synergy_ZIP=1.01, Synergy_Bliss=7.00, Synergy_Loewe=-1.50, Synergy_HSA=3.26. (2) Synergy scores: CSS=23.4, Synergy_ZIP=17.7, Synergy_Bliss=16.4, Synergy_Loewe=13.7, Synergy_HSA=14.1. Drug 2: CC1C(C(=O)NC(C(=O)N2CCCC2C(=O)N(CC(=O)N(C(C(=O)O1)C(C)C)C)C)C(C)C)NC(=O)C3=C4C(=C(C=C3)C)OC5=C(C(=O)C(=C(C5=N4)C(=O)NC6C(OC(=O)C(N(C(=O)CN(C(=O)C7CCCN7C(=O)C(NC6=O)C(C)C)C)C)C(C)C)C)N)C. Cell line: SF-268. Drug 1: CC12CCC(CC1=CCC3C2CCC4(C3CC=C4C5=CN=CC=C5)C)O. (3) Drug 2: COC1=C2C(=CC3=C1OC=C3)C=CC(=O)O2. Drug 1: CCN(CC)CCNC(=O)C1=C(NC(=C1C)C=C2C3=C(C=CC(=C3)F)NC2=O)C. Synergy scores: CSS=8.04, Synergy_ZIP=-4.56, Synergy_Bliss=-6.87, Synergy_Loewe=3.73, Synergy_HSA=-4.40. Cell line: K-562. (4) Drug 1: C1=NC2=C(N=C(N=C2N1C3C(C(C(O3)CO)O)O)F)N. Drug 2: CC1=C2C(C(=O)C3(C(CC4C(C3C(C(C2(C)C)(CC1OC(=O)C(C(C5=CC=CC=C5)NC(=O)C6=CC=CC=C6)O)O)OC(=O)C7=CC=CC=C7)(CO4)OC(=O)C)O)C)OC(=O)C. Cell line: UACC-257. Synergy scores: CSS=8.46, Synergy_ZIP=-3.60, Synergy_Bliss=2.79, Synergy_Loewe=-21.3, Synergy_HSA=-1.31. (5) Drug 1: CN(C)N=NC1=C(NC=N1)C(=O)N. Drug 2: C1CCC(C(C1)N)N.C(=O)(C(=O)[O-])[O-].[Pt+4]. Cell line: A549. Synergy scores: CSS=4.59, Synergy_ZIP=-3.69, Synergy_Bliss=-5.75, Synergy_Loewe=-13.1, Synergy_HSA=-6.21. (6) Drug 1: CC1C(C(CC(O1)OC2CC(OC(C2O)C)OC3=CC4=CC5=C(C(=O)C(C(C5)C(C(=O)C(C(C)O)O)OC)OC6CC(C(C(O6)C)O)OC7CC(C(C(O7)C)O)OC8CC(C(C(O8)C)O)(C)O)C(=C4C(=C3C)O)O)O)O. Drug 2: C1C(C(OC1N2C=NC3=C2NC=NCC3O)CO)O. Cell line: LOX IMVI. Synergy scores: CSS=30.4, Synergy_ZIP=7.07, Synergy_Bliss=6.19, Synergy_Loewe=-21.0, Synergy_HSA=6.17. (7) Drug 1: CCCCCOC(=O)NC1=NC(=O)N(C=C1F)C2C(C(C(O2)C)O)O. Drug 2: C(CC(=O)O)C(=O)CN.Cl. Cell line: HCC-2998. Synergy scores: CSS=20.6, Synergy_ZIP=-4.82, Synergy_Bliss=-6.13, Synergy_Loewe=-4.71, Synergy_HSA=-4.32.